From a dataset of Full USPTO retrosynthesis dataset with 1.9M reactions from patents (1976-2016). Predict the reactants needed to synthesize the given product. (1) The reactants are: CCN=C=NCCCN(C)C.C1C=CC2N(O)N=NC=2C=1.[CH3:22][C:23]1[O:27][C:26](=[O:28])[O:25][C:24]=1[CH2:29][O:30][C:31](=[O:52])[C@H:32]([OH:51])[CH2:33][N:34]([CH2:36][C:37]1[CH:42]=[CH:41][C:40]([C:43]2[CH:48]=[C:47]([Cl:49])[CH:46]=[CH:45][C:44]=2[F:50])=[CH:39][CH:38]=1)[NH2:35].[CH3:53][O:54][C:55]1[CH:59]=[C:58]([C:60](O)=[O:61])[O:57][N:56]=1.CCN(C(C)C)C(C)C. Given the product [CH3:22][C:23]1[O:27][C:26](=[O:28])[O:25][C:24]=1[CH2:29][O:30][C:31](=[O:52])[C@H:32]([OH:51])[CH2:33][N:34]([CH2:36][C:37]1[CH:38]=[CH:39][C:40]([C:43]2[CH:48]=[C:47]([Cl:49])[CH:46]=[CH:45][C:44]=2[F:50])=[CH:41][CH:42]=1)[NH:35][C:60]([C:58]1[O:57][N:56]=[C:55]([O:54][CH3:53])[CH:59]=1)=[O:61], predict the reactants needed to synthesize it. (2) Given the product [NH2:3][CH2:2][CH2:1][NH:4][C:5](=[O:6])[O:7][C:8]([CH3:11])([CH3:10])[CH3:9], predict the reactants needed to synthesize it. The reactants are: [CH2:1]([NH2:4])[CH2:2][NH2:3].[C:5](O[C:5]([O:7][C:8]([CH3:11])([CH3:10])[CH3:9])=[O:6])([O:7][C:8]([CH3:11])([CH3:10])[CH3:9])=[O:6]. (3) Given the product [Br:1][C:2]1[C:7]([NH:18][CH3:17])=[N:6][C:5]([NH2:11])=[N:4][C:3]=1[C:12]1[O:13][CH:14]=[CH:15][CH:16]=1, predict the reactants needed to synthesize it. The reactants are: [Br:1][C:2]1[C:3]([C:12]2[O:13][CH:14]=[CH:15][CH:16]=2)=[N:4][C:5]([NH2:11])=[N:6][C:7]=1S(C)=O.[CH3:17][NH2:18]. (4) Given the product [Cl:15][C:16]1[N:21]=[C:20]([NH:1][C:2]2[C:13]([F:14])=[CH:12][CH:11]=[CH:10][C:3]=2[C:4]([NH:6][CH2:7][C:8]#[CH:9])=[O:5])[C:19]([Cl:23])=[CH:18][N:17]=1, predict the reactants needed to synthesize it. The reactants are: [NH2:1][C:2]1[C:13]([F:14])=[CH:12][CH:11]=[CH:10][C:3]=1[C:4]([NH:6][CH2:7][C:8]#[CH:9])=[O:5].[Cl:15][C:16]1[N:21]=[C:20](Cl)[C:19]([Cl:23])=[CH:18][N:17]=1.